Dataset: KCNQ2 potassium channel screen with 302,405 compounds. Task: Binary Classification. Given a drug SMILES string, predict its activity (active/inactive) in a high-throughput screening assay against a specified biological target. The drug is Clc1cc(N2CCN(S(=O)(=O)c3c(cc4[nH]c(=O)c(=O)[nH]c4c3)C)CC2)ccc1. The result is 0 (inactive).